The task is: Predict the product of the given reaction.. This data is from Forward reaction prediction with 1.9M reactions from USPTO patents (1976-2016). (1) Given the reactants NC1C=CC(N2CCC[C@H](C(N3CCN(C)CC3)=O)C2)=CC=1OC.[CH3:25][N:26]1[CH2:31][CH2:30][CH:29]([C:32]([N:34]2[CH2:39][CH2:38][CH:37]([C:40]3[CH:45]=[CH:44][C:43]([N+:46]([O-])=O)=[CH:42][CH:41]=3)[CH2:36][CH2:35]2)=[O:33])[CH2:28][CH2:27]1, predict the reaction product. The product is: [NH2:46][C:43]1[CH:44]=[CH:45][C:40]([CH:37]2[CH2:38][CH2:39][N:34]([C:32]([CH:29]3[CH2:30][CH2:31][N:26]([CH3:25])[CH2:27][CH2:28]3)=[O:33])[CH2:35][CH2:36]2)=[CH:41][CH:42]=1. (2) The product is: [C:15]([N:13]1[CH2:12][C:11]2([CH2:10][C:9](=[O:22])[C:8]3[C:19](=[CH:20][CH:21]=[C:6](/[CH:5]=[CH:4]/[C:3]([OH:23])=[O:2])[CH:7]=3)[O:18]2)[CH2:14]1)(=[O:17])[CH3:16]. Given the reactants C[O:2][C:3](=[O:23])/[CH:4]=[CH:5]/[C:6]1[CH:7]=[C:8]2[C:19](=[CH:20][CH:21]=1)[O:18][C:11]1([CH2:14][N:13]([C:15](=[O:17])[CH3:16])[CH2:12]1)[CH2:10][C:9]2=[O:22].[OH-].[Na+], predict the reaction product. (3) Given the reactants [F:1][C:2]1[CH:3]=[C:4]2[C:8](=[CH:9][CH:10]=1)[NH:7][CH:6]=[CH:5]2.C([BH3-])#N.[Na+], predict the reaction product. The product is: [F:1][C:2]1[CH:3]=[C:4]2[C:8](=[CH:9][CH:10]=1)[NH:7][CH2:6][CH2:5]2. (4) Given the reactants [CH2:1]([O:3][C:4]([C:6]1[N:14]([CH3:15])[C:13]2[CH:12]=[CH:11][N:10]=[CH:9][C:8]=2[C:7]=1[NH2:16])=[O:5])[CH3:2].[Cl:17][C:18]1[CH:23]=[C:22]([CH:24]([CH3:26])[CH3:25])[CH:21]=[CH:20][C:19]=1OS(C(F)(F)F)(=O)=O.CC1(C)C2C(=C(P(C3C=CC=CC=3)C3C=CC=CC=3)C=CC=2)OC2C(P(C3C=CC=CC=3)C3C=CC=CC=3)=CC=CC1=2.[O-]P([O-])([O-])=O.[K+].[K+].[K+], predict the reaction product. The product is: [CH2:1]([O:3][C:4]([C:6]1[N:14]([CH3:15])[C:13]2[CH:12]=[CH:11][N:10]=[CH:9][C:8]=2[C:7]=1[NH:16][C:19]1[CH:20]=[CH:21][C:22]([CH:24]([CH3:26])[CH3:25])=[CH:23][C:18]=1[Cl:17])=[O:5])[CH3:2]. (5) Given the reactants [CH2:1]([O:8][C:9]1[CH:10]=[C:11]([CH:16]=[C:17](O)[CH:18]=1)[C:12]([O:14][CH3:15])=[O:13])[C:2]1[CH:7]=[CH:6][CH:5]=[CH:4][CH:3]=1.C(N(C(C)C)C(C)C)C.FC(F)(F)S(OS(C(F)(F)F)(=O)=O)(=O)=O.[CH3:44][C:45]1[CH:50]=[CH:49][CH:48]=[C:47]([CH3:51])[C:46]=1B(O)O.P([O-])([O-])([O-])=O.[K+].[K+].[K+], predict the reaction product. The product is: [CH2:1]([O:8][C:9]1[CH:10]=[C:11]([C:12]([O:14][CH3:15])=[O:13])[CH:16]=[C:17]([C:46]2[C:47]([CH3:51])=[CH:48][CH:49]=[CH:50][C:45]=2[CH3:44])[CH:18]=1)[C:2]1[CH:7]=[CH:6][CH:5]=[CH:4][CH:3]=1. (6) Given the reactants [NH:1]1[C:9]2[C:4](=[CH:5][CH:6]=[C:7]([CH:10]=[O:11])[CH:8]=2)[CH:3]=[CH:2]1.N1C=CC=CC=1.[C:18](OC(=O)C)(=[O:20])[CH3:19], predict the reaction product. The product is: [C:18]([N:1]1[C:9]2[C:4](=[CH:5][CH:6]=[C:7]([CH:10]=[O:11])[CH:8]=2)[CH:3]=[CH:2]1)(=[O:20])[CH3:19]. (7) Given the reactants [CH2:1]([O:5][C:6]1[C:7](=[O:18])[O:8][C:9]2[CH:16]=[CH:15][CH:14]=[C:13]([OH:17])[C:10]=2[C:11]=1[OH:12])[CH2:2][CH2:3][CH3:4].Br[CH2:20][CH2:21][C:22]([O:24][CH2:25][CH3:26])=[O:23], predict the reaction product. The product is: [CH2:1]([O:5][C:6]1[C:7](=[O:18])[O:8][C:9]2[CH:16]=[CH:15][CH:14]=[C:13]([O:17][CH2:20][CH2:21][C:22]([O:24][CH2:25][CH3:26])=[O:23])[C:10]=2[C:11]=1[OH:12])[CH2:2][CH2:3][CH3:4]. (8) Given the reactants [CH:1]1([C:7]#[N:8])[CH2:6][CH2:5][CH2:4][CH2:3][CH2:2]1.[ClH:9].[CH2:10]([OH:12])[CH3:11], predict the reaction product. The product is: [ClH:9].[CH:1]1([C:7](=[NH:8])[O:12][CH2:10][CH3:11])[CH2:6][CH2:5][CH2:4][CH2:3][CH2:2]1. (9) Given the reactants [C:1]1([C:21]2[CH:26]=[CH:25][CH:24]=[CH:23][CH:22]=2)[CH:6]=[CH:5][C:4]([NH:7][C:8]2[CH:13]=[N:12][CH:11]=[C:10]3[S:14][C:15]([C:17]([NH:19][OH:20])=[NH:18])=[CH:16][C:9]=23)=[CH:3][CH:2]=1.[Cl:27][C:28]([Cl:39])([Cl:38])[C:29](O[C:29](=O)[C:28]([Cl:39])([Cl:38])[Cl:27])=O, predict the reaction product. The product is: [C:1]1([C:21]2[CH:22]=[CH:23][CH:24]=[CH:25][CH:26]=2)[CH:6]=[CH:5][C:4]([NH:7][C:8]2[CH:13]=[N:12][CH:11]=[C:10]3[S:14][C:15]([C:17]4[N:18]=[C:29]([C:28]([Cl:39])([Cl:38])[Cl:27])[O:20][N:19]=4)=[CH:16][C:9]=23)=[CH:3][CH:2]=1.